The task is: Predict the reactants needed to synthesize the given product.. This data is from Full USPTO retrosynthesis dataset with 1.9M reactions from patents (1976-2016). (1) Given the product [CH3:34][S:31]([NH:30][CH2:24][CH2:25][CH2:26][CH2:27][C:28]1[N:3]=[N:2][N:1]([CH:4]2[CH2:23][N:8]3[C:9]4[C:14]([C:15]([CH2:16][C:17]([OH:19])=[O:18])=[C:7]3[CH2:6][CH2:5]2)=[CH:13][CH:12]=[CH:11][CH:10]=4)[CH:29]=1)(=[O:33])=[O:32], predict the reactants needed to synthesize it. The reactants are: [N:1]([CH:4]1[CH2:23][N:8]2[C:9]3[C:14]([C:15]([CH2:16][C:17]([O:19]CCC)=[O:18])=[C:7]2[CH2:6][CH2:5]1)=[CH:13][CH:12]=[CH:11][CH:10]=3)=[N+:2]=[N-:3].[CH2:24]([NH:30][S:31]([CH3:34])(=[O:33])=[O:32])[CH2:25][CH2:26][CH2:27][C:28]#[CH:29]. (2) Given the product [CH3:1][O:2][C:3](=[O:22])[NH:4][C:5]1[C:10]([NH2:11])=[N:9][C:8]([C:12]2[C:20]3[C:15](=[N:16][CH:17]=[CH:18][CH:19]=3)[N:14]([CH2:24][CH:25]3[CH2:30][CH2:29][CH2:28][CH2:27][CH2:26]3)[N:13]=2)=[N:7][C:6]=1[NH2:21], predict the reactants needed to synthesize it. The reactants are: [CH3:1][O:2][C:3](=[O:22])[NH:4][C:5]1[C:6]([NH2:21])=[N:7][C:8]([C:12]2[C:20]3[C:15](=[N:16][CH:17]=[CH:18][CH:19]=3)[NH:14][N:13]=2)=[N:9][C:10]=1[NH2:11].Br[CH2:24][CH:25]1[CH2:30][CH2:29][CH2:28][CH2:27][CH2:26]1.C(=O)([O-])[O-].[Cs+].[Cs+].Cl. (3) Given the product [C:1]([C@@H:4]1[CH2:8][CH2:7][C@H:6]([NH:9][C:10](=[O:16])[O:11][C:12]([CH3:15])([CH3:14])[CH3:13])[CH2:5]1)(=[S:26])[NH2:2], predict the reactants needed to synthesize it. The reactants are: [C:1]([C@@H:4]1[CH2:8][CH2:7][C@H:6]([NH:9][C:10](=[O:16])[O:11][C:12]([CH3:15])([CH3:14])[CH3:13])[CH2:5]1)(=O)[NH2:2].COC1C=CC(P2(SP(C3C=CC(OC)=CC=3)(=S)S2)=[S:26])=CC=1.C(OCC)(=O)C. (4) Given the product [F:1][C:2]1[CH:3]=[C:4]2[C:9](=[CH:10][CH:11]=1)[N:8]=[C:7]([CH:12]([NH2:14])[CH3:13])[C:6]([C:22]1[CH:27]=[CH:26][CH:25]=[CH:24][N:23]=1)=[C:5]2[C:28]1[CH:33]=[CH:32][CH:31]=[CH:30][N:29]=1, predict the reactants needed to synthesize it. The reactants are: [F:1][C:2]1[CH:3]=[C:4]2[C:9](=[CH:10][CH:11]=1)[N:8]=[C:7]([CH:12]([NH:14]C(=O)OC(C)(C)C)[CH3:13])[C:6]([C:22]1[CH:27]=[CH:26][CH:25]=[CH:24][N:23]=1)=[C:5]2[C:28]1[CH:33]=[CH:32][CH:31]=[CH:30][N:29]=1.O1CCOCC1. (5) Given the product [OH:26][C:22]1[CH:21]=[C:20]([NH:19][C:15](=[O:17])[CH2:14][C:9]2[NH:10][C:11](=[O:13])[CH:12]=[C:7]([N:1]3[CH2:2][CH2:3][O:4][CH2:5][CH2:6]3)[N:8]=2)[CH:25]=[CH:24][CH:23]=1, predict the reactants needed to synthesize it. The reactants are: [N:1]1([C:7]2[N:8]=[C:9]([CH2:14][C:15]([O-:17])=O)[NH:10][C:11](=[O:13])[CH:12]=2)[CH2:6][CH2:5][O:4][CH2:3][CH2:2]1.[Na+].[NH2:19][C:20]1[CH:21]=[C:22]([OH:26])[CH:23]=[CH:24][CH:25]=1. (6) Given the product [CH3:1][O:2][C:3]([C:5]1[C:10]([O:11][CH3:12])=[CH:9][CH:8]=[CH:7][N:6]=1)=[O:4], predict the reactants needed to synthesize it. The reactants are: [CH3:1][O:2][C:3]([C:5]1[C:10]([OH:11])=[CH:9][CH:8]=[CH:7][N:6]=1)=[O:4].[C:12]([O-])([O-])=O.[K+].[K+].CN(C=O)C.